Dataset: Full USPTO retrosynthesis dataset with 1.9M reactions from patents (1976-2016). Task: Predict the reactants needed to synthesize the given product. (1) Given the product [CH3:12][C:9]1[CH:10]=[CH:11][C:6]([CH:3]([NH:2][C:26](=[O:27])[CH2:25][CH2:24][C:17]2[CH:18]=[CH:19][C:20]([O:21][CH2:22][CH3:23])=[C:15]([O:14][CH3:13])[CH:16]=2)[C:4]#[N:5])=[CH:7][CH:8]=1, predict the reactants needed to synthesize it. The reactants are: Cl.[NH2:2][CH:3]([C:6]1[CH:11]=[CH:10][C:9]([CH3:12])=[CH:8][CH:7]=1)[C:4]#[N:5].[CH3:13][O:14][C:15]1[CH:16]=[C:17]([CH2:24][CH2:25][C:26](O)=[O:27])[CH:18]=[CH:19][C:20]=1[O:21][CH2:22][CH3:23].N1C=CC=CC=1.CCN=C=NCCCN(C)C. (2) The reactants are: [CH3:1][N:2]1[CH:6]=[N:5][CH:4]=[N:3]1.COC1C=CC(CN2CN(CC3C=CC(OC)=CC=3)CN(CC3C=CC([O:36][CH3:37])=CC=3)C2)=CC=1.[Li]CCCC.C1C[O:48]CC1. Given the product [CH3:1][N:2]1[C:6]([C:37]([OH:36])=[O:48])=[N:5][CH:4]=[N:3]1, predict the reactants needed to synthesize it. (3) Given the product [CH3:27][CH:8]([CH:7]([C:1]1[CH:2]=[CH:3][CH:4]=[CH:5][CH:6]=1)[C:17]1[CH:18]=[CH:19][CH:20]=[CH:21][CH:22]=1)[C:9]([C:11]1[CH:16]=[CH:15][N:14]=[CH:13][CH:12]=1)=[O:10], predict the reactants needed to synthesize it. The reactants are: [C:1]1([CH:7]([C:17]2[CH:22]=[CH:21][CH:20]=[CH:19][CH:18]=2)[CH2:8][C:9]([C:11]2[CH:16]=[CH:15][N:14]=[CH:13][CH:12]=2)=[O:10])[CH:6]=[CH:5][CH:4]=[CH:3][CH:2]=1.[H-].[Na+].IC.[CH3:27]N(C)C(=O)C. (4) Given the product [C:1]1([C:12]2[CH:17]=[CH:16][CH:15]=[CH:14][CH:13]=2)[CH:2]=[CH:3][C:4]([O:7][CH2:8][C:9]([NH:30][C:31]2[CH:39]=[C:38]([O:40][CH3:41])[CH:37]=[CH:36][C:32]=2[C:33]([OH:35])=[O:34])=[O:11])=[CH:5][CH:6]=1, predict the reactants needed to synthesize it. The reactants are: [C:1]1([C:12]2[CH:17]=[CH:16][CH:15]=[CH:14][CH:13]=2)[CH:6]=[CH:5][C:4]([O:7][CH2:8][C:9]([OH:11])=O)=[CH:3][CH:2]=1.C1N=CN(C(N2C=NC=C2)=O)C=1.[NH2:30][C:31]1[CH:39]=[C:38]([O:40][CH3:41])[CH:37]=[CH:36][C:32]=1[C:33]([OH:35])=[O:34].C1(C)C=CC(S([O-])(=O)=O)=CC=1.[NH+]1C=CC=CC=1. (5) Given the product [S:1](=[O:3])(=[O:2])([OH:5])[O-:4].[OH:6][NH+:7]1[C:12]([CH3:13])([CH3:14])[CH2:11][CH:10]([NH:15][C:16](=[O:18])[CH3:17])[CH2:9][C:8]1([CH3:20])[CH3:19], predict the reactants needed to synthesize it. The reactants are: [S:1](=[O:5])(=[O:4])([OH:3])[OH:2].[OH:6][N:7]1[C:12]([CH3:14])([CH3:13])[CH2:11][CH:10]([NH:15][C:16](=[O:18])[CH3:17])[CH2:9][C:8]1([CH3:20])[CH3:19]. (6) Given the product [C:14]([C:7]1[C:6]([OH:16])=[C:5]([OH:4])[CH:10]=[C:9]([C:11]#[N:12])[C:8]=1[C:24]1[C:23]([C:20]([OH:22])=[O:21])=[CH:28][CH:27]=[CH:26][CH:25]=1)#[N:15], predict the reactants needed to synthesize it. The reactants are: C([O:4][C:5]1[CH:10]=[C:9]([C:11]#[N:12])[C:8](Br)=[C:7]([C:14]#[N:15])[C:6]=1[O:16]C(=O)C)(=O)C.[C:20]([C:23]1[CH:28]=[CH:27][CH:26]=[CH:25][C:24]=1B(O)O)([OH:22])=[O:21]. (7) Given the product [CH3:26][O:27][C:28]1[CH:29]=[C:30]([CH:34]=[CH:35][CH:36]=1)[C:31]([NH:18][C@H:15]1[CH2:14][CH2:13][C@@H:12]([NH:11][C:2]2[CH:3]=[CH:4][C:5]3[C:10](=[CH:9][CH:8]=[CH:7][CH:6]=3)[N:1]=2)[CH2:17][CH2:16]1)=[O:32], predict the reactants needed to synthesize it. The reactants are: [N:1]1[C:10]2[C:5](=[CH:6][CH:7]=[CH:8][CH:9]=2)[CH:4]=[CH:3][C:2]=1[NH:11][C@H:12]1[CH2:17][CH2:16][C@@H:15]([NH2:18])[CH2:14][CH2:13]1.CCN(CC)CC.[CH3:26][O:27][C:28]1[CH:29]=[C:30]([CH:34]=[CH:35][CH:36]=1)[C:31](Cl)=[O:32].